From a dataset of Catalyst prediction with 721,799 reactions and 888 catalyst types from USPTO. Predict which catalyst facilitates the given reaction. Reactant: [Br:1][C:2]1[CH:3]=[CH:4][C:5]([O:10][C@@H:11]2[CH:16]=[CH:15][CH2:14][O:13][CH2:12]2)=[C:6]([CH:9]=1)[CH:7]=O.Cl.[NH2:18][OH:19].O.O.O.C([O-])(=O)C.[Na+]. Product: [Br:1][C:2]1[CH:3]=[CH:4][C:5]([O:10][C@@H:11]2[CH:16]=[CH:15][CH2:14][O:13][CH2:12]2)=[C:6]([CH:9]=1)[CH:7]=[N:18][OH:19]. The catalyst class is: 162.